Dataset: NCI-60 drug combinations with 297,098 pairs across 59 cell lines. Task: Regression. Given two drug SMILES strings and cell line genomic features, predict the synergy score measuring deviation from expected non-interaction effect. (1) Drug 1: CC1=C2C(C(=O)C3(C(CC4C(C3C(C(C2(C)C)(CC1OC(=O)C(C(C5=CC=CC=C5)NC(=O)OC(C)(C)C)O)O)OC(=O)C6=CC=CC=C6)(CO4)OC(=O)C)O)C)O. Drug 2: CC1CCC2CC(C(=CC=CC=CC(CC(C(=O)C(C(C(=CC(C(=O)CC(OC(=O)C3CCCCN3C(=O)C(=O)C1(O2)O)C(C)CC4CCC(C(C4)OC)OCCO)C)C)O)OC)C)C)C)OC. Cell line: CCRF-CEM. Synergy scores: CSS=-16.3, Synergy_ZIP=6.76, Synergy_Bliss=2.88, Synergy_Loewe=-17.9, Synergy_HSA=-13.0. (2) Drug 1: CN(C)N=NC1=C(NC=N1)C(=O)N. Drug 2: CN(CCCl)CCCl.Cl. Cell line: T-47D. Synergy scores: CSS=-0.787, Synergy_ZIP=-4.58, Synergy_Bliss=-8.43, Synergy_Loewe=-18.3, Synergy_HSA=-10.3. (3) Cell line: A498. Drug 2: CC1CCCC2(C(O2)CC(NC(=O)CC(C(C(=O)C(C1O)C)(C)C)O)C(=CC3=CSC(=N3)C)C)C. Drug 1: CC1=C(C=C(C=C1)NC2=NC=CC(=N2)N(C)C3=CC4=NN(C(=C4C=C3)C)C)S(=O)(=O)N.Cl. Synergy scores: CSS=-1.98, Synergy_ZIP=0.747, Synergy_Bliss=-0.129, Synergy_Loewe=-7.74, Synergy_HSA=-3.55.